Dataset: Full USPTO retrosynthesis dataset with 1.9M reactions from patents (1976-2016). Task: Predict the reactants needed to synthesize the given product. (1) Given the product [CH3:7][N:4]1[CH:5]=[CH:6][C:2]([S:1][C:14]2[CH:15]=[C:16]3[N:8]=[C:9]([NH:17][C:19]4[C:20]5[N:28]=[CH:27][CH:26]=[CH:25][C:21]=5[N:22]=[CH:23][N:24]=4)[S:10][C:11]3=[N:12][CH:13]=2)=[N:3]1, predict the reactants needed to synthesize it. The reactants are: [SH:1][C:2]1[CH:6]=[CH:5][N:4]([CH3:7])[N:3]=1.[N:8]1[C:16]2[C:11](=[N:12][CH:13]=[CH:14][CH:15]=2)[S:10][C:9]=1[NH2:17].Cl[C:19]1[C:20]2[N:28]=[C:27](Cl)[CH:26]=[CH:25][C:21]=2[N:22]=[CH:23][N:24]=1. (2) Given the product [Cl:19][C:20]1[N:25]=[CH:24][C:23]([C:2]2[C:10]3[N:9]4[CH2:11][CH2:12][NH:13][C:14](=[O:15])[C:8]4=[C:7]([CH3:16])[C:6]=3[CH:5]=[C:4]([C:17]#[N:18])[CH:3]=2)=[CH:22][CH:21]=1, predict the reactants needed to synthesize it. The reactants are: Br[C:2]1[C:10]2[N:9]3[CH2:11][CH2:12][NH:13][C:14](=[O:15])[C:8]3=[C:7]([CH3:16])[C:6]=2[CH:5]=[C:4]([C:17]#[N:18])[CH:3]=1.[Cl:19][C:20]1[N:25]=[CH:24][C:23](B(O)O)=[CH:22][CH:21]=1. (3) Given the product [CH3:21][S:18]([C:15]1[CH:16]=[CH:17][C:12](/[C:5](=[CH:6]\[CH2:7][C:8]([CH3:11])([CH3:10])[CH3:9])/[CH2:4][OH:3])=[CH:13][CH:14]=1)(=[O:19])=[O:20], predict the reactants needed to synthesize it. The reactants are: C([O:3][C:4](=O)/[C:5](/[C:12]1[CH:17]=[CH:16][C:15]([S:18]([CH3:21])(=[O:20])=[O:19])=[CH:14][CH:13]=1)=[CH:6]/[CH2:7][C:8]([CH3:11])([CH3:10])[CH3:9])C.CC(C[AlH]CC(C)C)C.C1(C)C=CC=CC=1.